Dataset: Reaction yield outcomes from USPTO patents with 853,638 reactions. Task: Predict the reaction yield, written as a fraction of the theoretical maximum amount of product (1.0 means a 100% yield; for example, 0.34 means a 34% yield). (1) The reactants are [CH2:1]([O:3][C:4](=[O:9])[CH2:5][C:6](Cl)=[O:7])[CH3:2].C[O:11][C:12](=O)[CH2:13][C:14]1([NH2:17])[CH2:16][CH2:15]1.C(N(CC)CC)C.C([O-])(O)=O.[Na+]. The catalyst is C(Cl)Cl. The product is [CH2:1]([O:3][C:4](=[O:9])[CH2:5][C:6]([NH:17][C:14]1([CH2:13][CH:12]=[O:11])[CH2:16][CH2:15]1)=[O:7])[CH3:2]. The yield is 0.340. (2) The reactants are [Br:1][C:2]1[C:7](=[O:8])[N:6]([C:9]2[CH:10]=[C:11]([CH:20]=[CH:21][C:22]=2[CH3:23])[C:12]([NH:14][CH2:15][C:16](NC)=[O:17])=[O:13])[CH:5]=[N:4][C:3]=1[O:24][CH2:25][C:26]1[CH:31]=[CH:30][C:29]([F:32])=[CH:28][C:27]=1[F:33].N[CH2:35][C@H](O)C.CN1CCOCC1. No catalyst specified. The product is [Br:1][C:2]1[C:7](=[O:8])[N:6]([C:9]2[CH:10]=[C:11]([CH:20]=[CH:21][C:22]=2[CH3:23])[C:12]([NH:14][CH2:15][C@H:16]([OH:17])[CH3:35])=[O:13])[CH:5]=[N:4][C:3]=1[O:24][CH2:25][C:26]1[CH:31]=[CH:30][C:29]([F:32])=[CH:28][C:27]=1[F:33]. The yield is 0.550. (3) The reactants are [Cl:1][C:2]1[CH:7]=[CH:6][C:5]([C:8]2([C:21]3[CH:26]=[CH:25][C:24]([C:27]4[C:28]5[C@H:35]([CH3:36])[CH2:34][C@@H:33]([O:37]C(=O)C6C=CC([N+]([O-])=O)=CC=6)[C:29]=5[N:30]=[CH:31][N:32]=4)=[CH:23][CH:22]=3)[CH2:13][CH2:12][N:11](C(OC(C)(C)C)=O)[CH2:10][CH2:9]2)=[CH:4][CH:3]=1.[C:49]([OH:55])([C:51]([F:54])([F:53])[F:52])=[O:50]. The catalyst is C(Cl)Cl. The product is [OH:55][C:49]([C:51]([F:54])([F:53])[F:52])=[O:50].[OH:55][C:49]([C:51]([F:54])([F:53])[F:52])=[O:50].[Cl:1][C:2]1[CH:7]=[CH:6][C:5]([C:8]2([C:21]3[CH:22]=[CH:23][C:24]([C:27]4[C:28]5[C@H:35]([CH3:36])[CH2:34][C@@H:33]([OH:37])[C:29]=5[N:30]=[CH:31][N:32]=4)=[CH:25][CH:26]=3)[CH2:13][CH2:12][NH:11][CH2:10][CH2:9]2)=[CH:4][CH:3]=1. The yield is 0.310. (4) The reactants are [CH3:1][C:2]1([CH3:29])[CH2:7][CH2:6][C:5]([C:8]2[CH:13]=[C:12]([C:14]([CH3:18])([CH3:17])[CH2:15][OH:16])[CH:11]=[CH:10][C:9]=2[NH:19][C:20]([C:22]2[NH:23][CH:24]=[C:25]([C:27]#[N:28])[N:26]=2)=[O:21])=[CH:4][CH2:3]1.C([O-])(O)=O.[Na+].CC(OI1(OC(C)=O)(OC(C)=O)OC(=O)C2C=CC=CC1=2)=O.CCOC(C)=O. The catalyst is C(Cl)Cl. The product is [CH3:1][C:2]1([CH3:29])[CH2:7][CH2:6][C:5]([C:8]2[CH:13]=[C:12]([C:14]([CH3:17])([CH3:18])[CH:15]=[O:16])[CH:11]=[CH:10][C:9]=2[NH:19][C:20]([C:22]2[NH:23][CH:24]=[C:25]([C:27]#[N:28])[N:26]=2)=[O:21])=[CH:4][CH2:3]1. The yield is 0.880. (5) The reactants are [Cl:1][C:2]1[CH:9]=[C:8]([N:10]2[C:14](=N)[C:13]([CH3:17])([CH3:16])[N:12]([C:18]3[CH:23]=[CH:22][C:21]([OH:24])=[CH:20][CH:19]=3)[C:11]2=[S:25])[CH:7]=[CH:6][C:3]=1[C:4]#[N:5].Cl.C[OH:28]. The catalyst is O. The product is [Cl:1][C:2]1[CH:9]=[C:8]([N:10]2[C:14](=[O:28])[C:13]([CH3:16])([CH3:17])[N:12]([C:18]3[CH:19]=[CH:20][C:21]([OH:24])=[CH:22][CH:23]=3)[C:11]2=[S:25])[CH:7]=[CH:6][C:3]=1[C:4]#[N:5]. The yield is 0.930. (6) The reactants are [Br:1]Br.[Cl:3][C:4]1[CH:9]=[CH:8][C:7]([C:10](=[O:20])[CH2:11][C:12]2[CH:17]=[CH:16][C:15]([Cl:18])=[CH:14][C:13]=2[Cl:19])=[CH:6][CH:5]=1. The catalyst is ClCCl. The product is [CH3:6][CH2:5][CH2:4][CH2:9][CH3:8].[Br:1][CH:11]([C:12]1[CH:17]=[CH:16][C:15]([Cl:18])=[CH:14][C:13]=1[Cl:19])[C:10]([C:7]1[CH:8]=[CH:9][C:4]([Cl:3])=[CH:5][CH:6]=1)=[O:20]. The yield is 0.940. (7) The reactants are [CH3:1][C:2]1[C:3]([C:8]2[CH:9]=[C:10]([N+:16]([O-])=O)[C:11]([C:14]#[N:15])=[N:12][CH:13]=2)=[N:4][CH:5]=[CH:6][CH:7]=1.[Cl-].[Ca+2].[Cl-].C([OH:24])C. The catalyst is O.[Fe]. The product is [NH2:16][C:10]1[C:11]([C:14]([NH2:15])=[O:24])=[N:12][CH:13]=[C:8]([C:3]2[C:2]([CH3:1])=[CH:7][CH:6]=[CH:5][N:4]=2)[CH:9]=1. The yield is 0.940.